Dataset: CYP2C9 inhibition data for predicting drug metabolism from PubChem BioAssay. Task: Regression/Classification. Given a drug SMILES string, predict its absorption, distribution, metabolism, or excretion properties. Task type varies by dataset: regression for continuous measurements (e.g., permeability, clearance, half-life) or binary classification for categorical outcomes (e.g., BBB penetration, CYP inhibition). Dataset: cyp2c9_veith. The drug is Cn1cccc1C(=O)N1CCC[C@@]2(CCN(Cc3ccc(C#N)cc3)C2)C1. The result is 0 (non-inhibitor).